Dataset: Peptide-MHC class I binding affinity with 185,985 pairs from IEDB/IMGT. Task: Regression. Given a peptide amino acid sequence and an MHC pseudo amino acid sequence, predict their binding affinity value. This is MHC class I binding data. (1) The peptide sequence is WTEHRQVRY. The MHC is HLA-B58:01 with pseudo-sequence HLA-B58:01. The binding affinity (normalized) is 0.0847. (2) The peptide sequence is ASHFISNSW. The MHC is HLA-B58:01 with pseudo-sequence HLA-B58:01. The binding affinity (normalized) is 0.605. (3) The peptide sequence is REVLNVRYM. The MHC is HLA-B08:01 with pseudo-sequence HLA-B08:01. The binding affinity (normalized) is 0.0847. (4) The binding affinity (normalized) is 0.0847. The peptide sequence is RYEFTAPFI. The MHC is HLA-C04:01 with pseudo-sequence HLA-C04:01.